This data is from Forward reaction prediction with 1.9M reactions from USPTO patents (1976-2016). The task is: Predict the product of the given reaction. Given the reactants [Cl:1][C:2]1[CH:7]=[C:6]([Cl:8])[CH:5]=[CH:4][C:3]=1[C:9]1[NH:14][C:13](=[O:15])[C:12]([C:16]([OH:18])=[O:17])=[CH:11][C:10]=1[C:19]1[CH:24]=[CH:23][C:22]([Cl:25])=[CH:21][CH:20]=1.[CH3:26]O, predict the reaction product. The product is: [Cl:1][C:2]1[CH:7]=[C:6]([Cl:8])[CH:5]=[CH:4][C:3]=1[C:9]1[NH:14][C:13](=[O:15])[C:12]([C:16]([O:18][CH3:26])=[O:17])=[CH:11][C:10]=1[C:19]1[CH:20]=[CH:21][C:22]([Cl:25])=[CH:23][CH:24]=1.